Dataset: Experimentally validated miRNA-target interactions with 360,000+ pairs, plus equal number of negative samples. Task: Binary Classification. Given a miRNA mature sequence and a target amino acid sequence, predict their likelihood of interaction. (1) The miRNA is hsa-miR-4514 with sequence ACAGGCAGGAUUGGGGAA. The protein sequence of the target gene is MHYCVLSTFLLLHLVPVALSLSTCSTLDMDQFMRKRIEAIRGQILSKLKLTSPPEDYPEPDEVPPEVISIYNSTRDLLQEKASRRAAACERERSDEEYYAKEVYKIDMPSHLPSENAIPPTFYRPYFRIVRFDVSTMEKNASNLVKAEFRVFRLQNPKARVAEQRIELYQILKSKDLTSPTQRYIDSKVVKTRAEGEWLSFDVTDAVQEWLHHKDRNLGFKISLHCPCCTFVPSNNYIIPNKSEELEARFAGIDGTSTYASGDQKTIKSTRKKTSGKTPHLLLMLLPSYRLESQQSSRRK.... Result: 0 (no interaction). (2) The miRNA is mmu-miR-466i-5p with sequence UGUGUGUGUGUGUGUGUGUG. The protein sequence of the target gene is MQRLLLPSLRALTGSRNVGLLVPRVASRTQCGSSCGSQRPLRPGQYSTITEVALQSGKGTVSLPSRAAERAVGRWLLVCSGTVAGAVILGGVTRLTESGLSMVDWHLIKEMKPPTSQEEWEAEFQKYQQFPEFKILNHDMTLAEFKFIWYMEYSHRMWGRAVGLAYILPAAYFWRKGWLNRGMKGRVLALCGLVCFQGLLGWYMVKSGLEEKPESYDIPRVSQYRLAAHLGSALVLYCASLWTSLSLLLPQHKLPETRQLLWLRRFAGGTAGLVFLTALSGAFVAGLDAGLVYNSFPKMG.... Result: 1 (interaction).